Dataset: Forward reaction prediction with 1.9M reactions from USPTO patents (1976-2016). Task: Predict the product of the given reaction. (1) Given the reactants [N+]([N:4]1[C:12]2[C:7](=[CH:8][CH:9]=[CH:10][CH:11]=2)[C:6]([C:13]([OH:15])=O)=[N:5]1)([O-])=O.C(Cl)CCl.C1C=CC2[N:28]([OH:29])N=NC=2C=1.CN1CC[O:34]CC1.[CH3:37][NH:38][S:39]([CH2:42][C:43]1[CH:48]=[CH:47][C:46]([NH2:49])=[CH:45][CH:44]=1)(=[O:41])=[O:40], predict the reaction product. The product is: [CH3:37][NH:38][S:39]([CH2:42][C:43]1[CH:48]=[CH:47][C:46]([NH:49][C:13]([C:6]2[C:7]3[C:12](=[CH:11][CH:10]=[C:9]([N+:28]([O-:29])=[O:34])[CH:8]=3)[NH:4][N:5]=2)=[O:15])=[CH:45][CH:44]=1)(=[O:40])=[O:41]. (2) The product is: [OH:2][C:3]1[CH:8]=[CH:7][CH:6]=[CH:5][C:4]=1[C:9]1[N:10]([C@H:24]([CH3:32])[CH2:25][C:26]2[CH:27]=[CH:28][CH:29]=[CH:30][CH:31]=2)[C:11](=[O:23])[C:12]2[C:18]([C:19]([F:22])([F:21])[F:20])=[N:17][CH:16]=[CH:15][C:13]=2[N:14]=1. Given the reactants C[O:2][C:3]1[CH:8]=[CH:7][CH:6]=[CH:5][C:4]=1[C:9]1[N:10]([C@H:24]([CH3:32])[CH2:25][C:26]2[CH:31]=[CH:30][CH:29]=[CH:28][CH:27]=2)[C:11](=[O:23])[C:12]2[C:18]([C:19]([F:22])([F:21])[F:20])=[N:17][CH:16]=[CH:15][C:13]=2[N:14]=1.B(Cl)(Cl)Cl.N(CCO)CCO, predict the reaction product. (3) The product is: [Cl:16][C:4]1[CH:5]=[C:6]2[C:10](=[C:2]([C:21]3[CH:20]=[CH:19][C:18]([F:17])=[CH:23][C:22]=3[F:24])[CH:3]=1)[N:9]([CH3:11])[C:8]([C:12]([NH2:14])=[O:13])=[C:7]2[CH3:15]. Given the reactants Br[C:2]1[CH:3]=[C:4]([Cl:16])[CH:5]=[C:6]2[C:10]=1[N:9]([CH3:11])[C:8]([C:12]([NH2:14])=[O:13])=[C:7]2[CH3:15].[F:17][C:18]1[CH:23]=[C:22]([F:24])[CH:21]=[CH:20][C:19]=1B(O)O, predict the reaction product. (4) The product is: [F:1][C:2]1[CH:17]=[C:16]([CH2:18][NH:28][CH2:27][CH2:26][C:22]2[CH:21]=[N:20][CH:25]=[CH:24][CH:23]=2)[CH:15]=[CH:14][C:3]=1[O:4][C:5]1[CH:6]=[CH:7][C:8]([C:11]([NH2:13])=[O:12])=[N:9][CH:10]=1. Given the reactants [F:1][C:2]1[CH:17]=[C:16]([CH:18]=O)[CH:15]=[CH:14][C:3]=1[O:4][C:5]1[CH:6]=[CH:7][C:8]([C:11]([NH2:13])=[O:12])=[N:9][CH:10]=1.[N:20]1[CH:25]=[CH:24][CH:23]=[C:22]([CH2:26][CH2:27][NH2:28])[CH:21]=1, predict the reaction product.